This data is from NCI-60 drug combinations with 297,098 pairs across 59 cell lines. The task is: Regression. Given two drug SMILES strings and cell line genomic features, predict the synergy score measuring deviation from expected non-interaction effect. (1) Drug 1: CC1CCC2CC(C(=CC=CC=CC(CC(C(=O)C(C(C(=CC(C(=O)CC(OC(=O)C3CCCCN3C(=O)C(=O)C1(O2)O)C(C)CC4CCC(C(C4)OC)O)C)C)O)OC)C)C)C)OC. Drug 2: CC12CCC3C(C1CCC2O)C(CC4=C3C=CC(=C4)O)CCCCCCCCCS(=O)CCCC(C(F)(F)F)(F)F. Cell line: SF-268. Synergy scores: CSS=1.43, Synergy_ZIP=2.36, Synergy_Bliss=5.89, Synergy_Loewe=1.70, Synergy_HSA=2.29. (2) Drug 1: C1C(C(OC1N2C=NC3=C(N=C(N=C32)Cl)N)CO)O. Drug 2: C(CN)CNCCSP(=O)(O)O. Cell line: SF-268. Synergy scores: CSS=5.31, Synergy_ZIP=-2.99, Synergy_Bliss=-4.10, Synergy_Loewe=-11.1, Synergy_HSA=-5.01.